This data is from Catalyst prediction with 721,799 reactions and 888 catalyst types from USPTO. The task is: Predict which catalyst facilitates the given reaction. (1) Reactant: [NH2:1][CH:2]1[CH2:7][CH2:6][N:5]([C:8]([O:10][C:11]([CH3:14])([CH3:13])[CH3:12])=[O:9])[CH2:4][CH2:3]1.[CH3:15][C:16]1[CH:21]=[CH:20][C:19](B(O)O)=[CH:18][CH:17]=1.C(N(CC)CC)C. Product: [CH3:15][C:16]1[CH:21]=[CH:20][C:19]([NH:1][CH:2]2[CH2:3][CH2:4][N:5]([C:8]([O:10][C:11]([CH3:14])([CH3:13])[CH3:12])=[O:9])[CH2:6][CH2:7]2)=[CH:18][CH:17]=1. The catalyst class is: 221. (2) Reactant: [CH3:1][N:2]([CH3:32])[C:3]1([C:26]2[CH:31]=[CH:30][CH:29]=[CH:28][CH:27]=2)[CH2:8][CH2:7][C:6](=[CH:9][C:10]([NH:12][CH2:13][CH2:14][CH2:15][CH2:16][C:17]2[C:25]3[C:20](=[CH:21][CH:22]=[CH:23][CH:24]=3)[NH:19][CH:18]=2)=[O:11])[CH2:5][CH2:4]1.[Cl:33][Si](C)(C)C. Product: [ClH:33].[CH3:32][N:2]([CH3:1])[C:3]1([C:26]2[CH:27]=[CH:28][CH:29]=[CH:30][CH:31]=2)[CH2:4][CH2:5][C:6](=[CH:9][C:10]([NH:12][CH2:13][CH2:14][CH2:15][CH2:16][C:17]2[C:25]3[C:20](=[CH:21][CH:22]=[CH:23][CH:24]=3)[NH:19][CH:18]=2)=[O:11])[CH2:7][CH2:8]1. The catalyst class is: 573. (3) Reactant: [Cl:1][C:2]1[CH:7]=[CH:6][C:5]([N:8]2[CH:12]=[CH:11][CH:10]=[N:9]2)=[CH:4][CH:3]=1.[Br:13]Br.OS([O-])=O.[Na+].C(=O)(O)[O-].[Na+]. Product: [Br:13][C:11]1[CH:10]=[N:9][N:8]([C:5]2[CH:4]=[CH:3][C:2]([Cl:1])=[CH:7][CH:6]=2)[CH:12]=1. The catalyst class is: 86. (4) Reactant: C(OC(=O)[NH:7][C:8]1[CH:13]=[CH:12][CH:11]=[C:10]([C:14]2([OH:41])[CH2:19][CH2:18][CH:17]([N:20]3[CH2:23][CH:22]([NH:24][C:25](=[O:40])[CH2:26][NH:27][C:28](=[O:39])[C:29]4[CH:34]=[CH:33][CH:32]=[C:31]([C:35]([F:38])([F:37])[F:36])[CH:30]=4)[CH2:21]3)[CH2:16][CH2:15]2)[CH:9]=1)(C)(C)C.Cl. Product: [NH2:7][C:8]1[CH:9]=[C:10]([C:14]2([OH:41])[CH2:15][CH2:16][CH:17]([N:20]3[CH2:23][CH:22]([NH:24][C:25]([CH2:26][NH:27][C:28](=[O:39])[C:29]4[CH:34]=[CH:33][CH:32]=[C:31]([C:35]([F:38])([F:36])[F:37])[CH:30]=4)=[O:40])[CH2:21]3)[CH2:18][CH2:19]2)[CH:11]=[CH:12][CH:13]=1. The catalyst class is: 2. (5) Reactant: Cl.[Cl:2][C:3]1[CH:4]=[CH:5][C:6]2[CH2:12][CH2:11][C:10]3[CH:13]=[CH:14][CH:15]=[CH:16][C:9]=3[N:8]([CH2:17][CH2:18][CH2:19][NH2:20])[C:7]=2[CH:21]=1.CCN(CC)CC.[F:29][C:30]([F:43])([F:42])[O:31][C:32]1[CH:37]=[CH:36][C:35]([S:38](Cl)(=[O:40])=[O:39])=[CH:34][CH:33]=1. Product: [Cl:2][C:3]1[CH:4]=[CH:5][C:6]2[CH2:12][CH2:11][C:10]3[CH:13]=[CH:14][CH:15]=[CH:16][C:9]=3[N:8]([CH2:17][CH2:18][CH2:19][NH:20][S:38]([C:35]3[CH:34]=[CH:33][C:32]([O:31][C:30]([F:29])([F:42])[F:43])=[CH:37][CH:36]=3)(=[O:40])=[O:39])[C:7]=2[CH:21]=1. The catalyst class is: 3. (6) Reactant: [F:1][C:2]1[CH:19]=[C:18]([N+:20]([O-:22])=[O:21])[CH:17]=[CH:16][C:3]=1[O:4][C:5]1[C:10]2=[C:11]([CH3:15])[C:12]([OH:14])=[CH:13][N:9]2[N:8]=[CH:7][N:6]=1.C1(P(C2C=CC=CC=2)C2C=CC=CC=2)C=CC=CC=1.[CH3:42][N:43]1[CH2:48][CH2:47][N:46]([CH2:49][CH2:50]O)[CH2:45][CH2:44]1.CC(OC(/N=N/C(OC(C)C)=O)=O)C. Product: [F:1][C:2]1[CH:19]=[C:18]([N+:20]([O-:22])=[O:21])[CH:17]=[CH:16][C:3]=1[O:4][C:5]1[C:10]2=[C:11]([CH3:15])[C:12]([O:14][CH2:50][CH2:49][N:46]3[CH2:47][CH2:48][N:43]([CH3:42])[CH2:44][CH2:45]3)=[CH:13][N:9]2[N:8]=[CH:7][N:6]=1. The catalyst class is: 489. (7) Reactant: [F:1][CH2:2][CH:3]1[N:8]([CH3:9])[CH2:7][CH2:6][N:5]([C:10]2[CH:11]=[CH:12][C:13]([NH2:16])=[N:14][CH:15]=2)[CH2:4]1.Br[C:18]1[C:19](=[O:26])[N:20]([CH3:25])[CH:21]=[C:22]([Br:24])[CH:23]=1.C(=O)([O-])[O-].[Cs+].[Cs+].CC1(C)C2C(=C(P(C3C=CC=CC=3)C3C=CC=CC=3)C=CC=2)OC2C(P(C3C=CC=CC=3)C3C=CC=CC=3)=CC=CC1=2. Product: [Br:24][C:22]1[CH:23]=[C:18]([NH:16][C:13]2[CH:12]=[CH:11][C:10]([N:5]3[CH2:6][CH2:7][N:8]([CH3:9])[CH:3]([CH2:2][F:1])[CH2:4]3)=[CH:15][N:14]=2)[C:19](=[O:26])[N:20]([CH3:25])[CH:21]=1. The catalyst class is: 102.